From a dataset of Peptide-MHC class I binding affinity with 185,985 pairs from IEDB/IMGT. Regression. Given a peptide amino acid sequence and an MHC pseudo amino acid sequence, predict their binding affinity value. This is MHC class I binding data. (1) The binding affinity (normalized) is 0. The MHC is H-2-Db with pseudo-sequence H-2-Db. The peptide sequence is ISKSALEL. (2) The MHC is Mamu-B01 with pseudo-sequence Mamu-B01. The peptide sequence is AENLWVTVY. The binding affinity (normalized) is 0. (3) The peptide sequence is TRMMETQTSTW. The MHC is Mamu-B03 with pseudo-sequence Mamu-B03. The binding affinity (normalized) is 0.164. (4) The MHC is HLA-B08:01 with pseudo-sequence HLA-B08:01. The peptide sequence is ESAERLKAY. The binding affinity (normalized) is 0.0847. (5) The peptide sequence is GLSQFTHTV. The MHC is HLA-A02:06 with pseudo-sequence HLA-A02:06. The binding affinity (normalized) is 0.463. (6) The peptide sequence is ADFKLFFRW. The MHC is HLA-B08:01 with pseudo-sequence HLA-B08:01. The binding affinity (normalized) is 0.0847. (7) The peptide sequence is AGFPTGLTY. The MHC is HLA-A23:01 with pseudo-sequence HLA-A23:01. The binding affinity (normalized) is 0.